This data is from Forward reaction prediction with 1.9M reactions from USPTO patents (1976-2016). The task is: Predict the product of the given reaction. Given the reactants [CH:1]([F:10])([F:9])[C:2]([F:8])([F:7])[C:3]([F:6])([F:5])[F:4].[Li][C:12]([CH3:15])([CH3:14])C.[CH:16](=[O:23])[C:17]1C=CC=C[CH:18]=1.Cl, predict the reaction product. The product is: [F:7][C:2]([F:8])([C:3]([F:6])([F:5])[F:4])[C:1]([C:14]1[CH:12]=[CH:15][CH:18]=[CH:17][C:16]=1[OH:23])([F:10])[F:9].